This data is from Catalyst prediction with 721,799 reactions and 888 catalyst types from USPTO. The task is: Predict which catalyst facilitates the given reaction. (1) Reactant: C(S[C:4]1[NH:5][C:6](=[O:14])[C:7]2[CH:12]([CH3:13])[S:11][CH2:10][C:8]=2[N:9]=1)C.C(O)(=[O:17])C. Product: [CH3:13][CH:12]1[C:7]2[C:6](=[O:14])[NH:5][C:4](=[O:17])[NH:9][C:8]=2[CH2:10][S:11]1. The catalyst class is: 33. (2) Reactant: [C:1]([C:5]([NH:7][CH2:8][C:9]1[CH:10]=[CH:11][C:12]([Cl:29])=[C:13]([NH:15][C:16]2[NH:17][C:18]3[CH:24]=[C:23]([C:25](O)=[O:26])[C:22]([Cl:28])=[CH:21][C:19]=3[N:20]=2)[CH:14]=1)=[O:6])([CH3:4])([CH3:3])[CH3:2].[F:30][C:31]([F:35])([F:34])[CH2:32][NH2:33].CCCP(O)(O)=O. Product: [C:1]([C:5]([NH:7][CH2:8][C:9]1[CH:10]=[CH:11][C:12]([Cl:29])=[C:13]([NH:15][C:16]2[NH:17][C:18]3[CH:24]=[C:23]([C:25]([NH:33][CH2:32][C:31]([F:35])([F:34])[F:30])=[O:26])[C:22]([Cl:28])=[CH:21][C:19]=3[N:20]=2)[CH:14]=1)=[O:6])([CH3:2])([CH3:4])[CH3:3]. The catalyst class is: 23. (3) Product: [CH3:19][C:10]1[C:9]([O:8][C:6]2[CH:5]=[CH:4][N:3]=[C:2]([C:24]3[CH:23]=[N:22][N:21]([CH3:20])[CH:25]=3)[CH:7]=2)=[C:14]([CH3:15])[CH:13]=[C:12]([N+:16]([O-:18])=[O:17])[N:11]=1. Reactant: Cl[C:2]1[CH:7]=[C:6]([O:8][C:9]2[C:10]([CH3:19])=[N:11][C:12]([N+:16]([O-:18])=[O:17])=[CH:13][C:14]=2[CH3:15])[CH:5]=[CH:4][N:3]=1.[CH3:20][N:21]1[CH:25]=[C:24](B2OC(C)(C)C(C)(C)O2)[CH:23]=[N:22]1.C([O-])([O-])=O.[K+].[K+]. The catalyst class is: 70. (4) Reactant: C[O:2][C:3](=[O:22])[CH2:4][CH:5]1[CH:9]([C:10]2[CH:15]=[CH:14][CH:13]=[CH:12][CH:11]=2)[S:8](=[O:17])(=[O:16])[C:7]2[CH:18]=[CH:19][CH:20]=[CH:21][C:6]1=2.Cl. Product: [O:16]=[S:8]1(=[O:17])[CH:9]([C:10]2[CH:15]=[CH:14][CH:13]=[CH:12][CH:11]=2)[CH:5]([CH2:4][C:3]([OH:22])=[O:2])[C:6]2[CH:21]=[CH:20][CH:19]=[CH:18][C:7]1=2. The catalyst class is: 12. (5) Reactant: [O-:1][CH2:2][CH3:3].[Na+].F[C:6]1[CH:11]=[CH:10][C:9]([S:12]([NH2:15])(=[O:14])=[O:13])=[CH:8][C:7]=1[N+:16]([O-:18])=[O:17].C(OC1C=CC(S(N)(=O)=O)=CC=1N=C=S)(C)C. Product: [CH2:2]([O:1][C:6]1[CH:11]=[CH:10][C:9]([S:12]([NH2:15])(=[O:14])=[O:13])=[CH:8][C:7]=1[N+:16]([O-:18])=[O:17])[CH3:3]. The catalyst class is: 1. (6) The catalyst class is: 3. Reactant: C([N:3](CC)CC)C.[Cl:8][C:9]1[CH:17]=[CH:16][C:12]([C:13](O)=[O:14])=[CH:11][C:10]=1[NH:18][C:19]([C:21]1[C:32](=[O:33])[NH:31][C:24]2[N:25]=[C:26]([O:29][CH3:30])[N:27]=[CH:28][C:23]=2[CH:22]=1)=[O:20].CN(C(ON1N=NC2C=CC=NC1=2)=[N+](C)C)C.F[P-](F)(F)(F)(F)F.[Cl-].[NH4+]. Product: [C:13]([C:12]1[CH:16]=[CH:17][C:9]([Cl:8])=[C:10]([NH:18][C:19]([C:21]2[C:32](=[O:33])[NH:31][C:24]3[N:25]=[C:26]([O:29][CH3:30])[N:27]=[CH:28][C:23]=3[CH:22]=2)=[O:20])[CH:11]=1)(=[O:14])[NH2:3]. (7) Reactant: ClC1C2C(I)=CN([C@H]3CC[C@H](N4CCN(C)CC4)CC3)C=2N=CN=1.C1(OC2C=CC(B3OC(C)(C)C(C)(C)O3)=CC=2C)C=CC=CC=1.[Cl:48][C:49]1[C:50]2[C:57]([C:58]3[CH:59]=[CH:60][C:61]([O:66][C:67]4[CH:72]=[CH:71][CH:70]=[CH:69][CH:68]=4)=[C:62]([CH:65]=3)[C:63]#N)=[CH:56][N:55]([C@H:73]3[CH2:78][CH2:77][C@H:76]([N:79]4[CH2:84][CH2:83][N:82]([CH3:85])[CH2:81][CH2:80]4)[CH2:75][CH2:74]3)[C:51]=2[N:52]=[CH:53][N:54]=1.CO[C@@H]1[C@@H](C(OC)=O)[C@@H]2[C@@H](CN3[C@H](C2)C2NC4C=C(OC)C=CC=4C=2CC3)C[C@H]1OC(C1C=C(OC)C(OC)=C(OC)C=1)=O. Product: [C:67]1([O:66][C:61]2[CH:60]=[CH:59][C:58]([C:57]3[C:50]4[C:49]([Cl:48])=[N:54][CH:53]=[N:52][C:51]=4[N:55]([C@H:73]4[CH2:74][CH2:75][C@H:76]([N:79]5[CH2:80][CH2:81][N:82]([CH3:85])[CH2:83][CH2:84]5)[CH2:77][CH2:78]4)[CH:56]=3)=[CH:65][C:62]=2[CH3:63])[CH:72]=[CH:71][CH:70]=[CH:69][CH:68]=1. The catalyst class is: 10. (8) Reactant: Br.[Br:2][C:3]1[CH:30]=[CH:29][CH:28]=[CH:27][C:4]=1[CH2:5][N:6]1[C:10]2[CH:11]=[CH:12][CH:13]=[CH:14][C:9]=2[N:8]([CH2:15][CH2:16][CH2:17][O:18][C:19]2[CH:24]=[CH:23][C:22]([F:25])=[CH:21][CH:20]=2)[C:7]1=[NH:26].C([O-])([O-])=O.[Na+].[Na+].[C:37](O[C:37]([O:39][C:40]([CH3:43])([CH3:42])[CH3:41])=[O:38])([O:39][C:40]([CH3:43])([CH3:42])[CH3:41])=[O:38]. The catalyst class is: 38. Product: [C:40]([O:39][C:37](=[O:38])[N:26]=[C:7]1[N:6]([CH2:5][C:4]2[CH:27]=[CH:28][CH:29]=[CH:30][C:3]=2[Br:2])[C:10]2[CH:11]=[CH:12][CH:13]=[CH:14][C:9]=2[N:8]1[CH2:15][CH2:16][CH2:17][O:18][C:19]1[CH:20]=[CH:21][C:22]([F:25])=[CH:23][CH:24]=1)([CH3:43])([CH3:42])[CH3:41]. (9) Reactant: S(Cl)([Cl:3])=O.[CH3:5][C@H:6]1[CH2:11][CH2:10][C@H:9]([NH:12]C(C2C=NC3C(C=2Cl)=CC(C(F)(F)F)=CC=3)=O)[CH2:8][CH2:7]1. Product: [ClH:3].[CH3:5][C@H:6]1[CH2:11][CH2:10][C@H:9]([NH2:12])[CH2:8][CH2:7]1. The catalyst class is: 66. (10) Reactant: [C:1](Cl)(=[O:3])[CH3:2].[Cl:5][C:6]1[CH:7]=[CH:8][C:9]([S:36]([CH2:39][CH3:40])(=[O:38])=[O:37])=[C:10]([CH:35]=1)[CH2:11][N:12]1[C:21](=[O:22])[C:20]2[C:15](=[CH:16][C:17]([CH2:27][N:28]3[CH2:33][CH2:32][NH:31][CH2:30][CH2:29]3)=[C:18]([C:23]([F:26])([F:25])[F:24])[CH:19]=2)[NH:14][C:13]1=[O:34]. Product: [C:1]([N:31]1[CH2:32][CH2:33][N:28]([CH2:27][C:17]2[CH:16]=[C:15]3[C:20]([C:21](=[O:22])[N:12]([CH2:11][C:10]4[CH:35]=[C:6]([Cl:5])[CH:7]=[CH:8][C:9]=4[S:36]([CH2:39][CH3:40])(=[O:37])=[O:38])[C:13](=[O:34])[NH:14]3)=[CH:19][C:18]=2[C:23]([F:26])([F:24])[F:25])[CH2:29][CH2:30]1)(=[O:3])[CH3:2]. The catalyst class is: 202.